The task is: Predict the reaction yield, written as a fraction of the theoretical maximum amount of product (1.0 means a 100% yield; for example, 0.34 means a 34% yield).. This data is from Reaction yield outcomes from USPTO patents with 853,638 reactions. (1) The reactants are Br[C:2]1[CH:9]=[CH:8][C:5]([C:6]#[N:7])=[C:4]([CH3:10])[CH:3]=1.[B:11]1([B:11]2[O:15][C:14]([CH3:17])([CH3:16])[C:13]([CH3:19])([CH3:18])[O:12]2)[O:15][C:14]([CH3:17])([CH3:16])[C:13]([CH3:19])([CH3:18])[O:12]1.C([O-])(=O)C.[K+].C(Cl)Cl. The catalyst is O1CCOCC1.C1C=CC(P(C2C=CC=CC=2)[C-]2C=CC=C2)=CC=1.C1C=CC(P(C2C=CC=CC=2)[C-]2C=CC=C2)=CC=1.Cl[Pd]Cl.[Fe+2]. The product is [CH3:10][C:4]1[CH:3]=[C:2]([B:11]2[O:15][C:14]([CH3:17])([CH3:16])[C:13]([CH3:19])([CH3:18])[O:12]2)[CH:9]=[CH:8][C:5]=1[C:6]#[N:7]. The yield is 0.690. (2) The reactants are [F:1][C:2]1[CH:8]=[C:7]([I:9])[CH:6]=[CH:5][C:3]=1[NH2:4].[CH2:10]([CH2:14][C:15](=O)[CH3:16])[C:11]([CH3:13])=O.C(=O)([O-])O.[Na+]. The catalyst is C1(C)C=CC=CC=1.C1(C)C=CC(S(O)(=O)=O)=CC=1. The product is [F:1][C:2]1[CH:8]=[C:7]([I:9])[CH:6]=[CH:5][C:3]=1[N:4]1[C:15]([CH3:16])=[CH:14][CH:10]=[C:11]1[CH3:13]. The yield is 0.980. (3) The reactants are [OH:1][CH:2]1[CH2:5][N:4]([C:6]([O:8][C:9]([CH3:12])([CH3:11])[CH3:10])=[O:7])[CH2:3]1.[C:13]1([CH3:23])[CH:18]=[CH:17][C:16]([S:19](Cl)(=[O:21])=[O:20])=[CH:15][CH:14]=1. The catalyst is N1C=CC=CC=1. The product is [C:13]1([CH3:23])[CH:18]=[CH:17][C:16]([S:19]([O:1][CH:2]2[CH2:3][N:4]([C:6]([O:8][C:9]([CH3:12])([CH3:11])[CH3:10])=[O:7])[CH2:5]2)(=[O:21])=[O:20])=[CH:15][CH:14]=1. The yield is 0.690. (4) The product is [O:11]([CH2:12][C@@H:13]1[CH2:17][O:16][C:15](=[O:18])[NH:14]1)[C:25]1[CH:30]=[CH:29][CH:28]=[CH:27][CH:26]=1. The catalyst is C(#N)C.C(OCC)C. The reactants are CC1C=CC(S([O:11][CH2:12][C@@H:13]2[CH2:17][O:16][C:15](=[O:18])[NH:14]2)(=O)=O)=CC=1.C([O-])([O-])=O.[Cs+].[Cs+].[C:25]1(O)[CH:30]=[CH:29][CH:28]=[CH:27][CH:26]=1. The yield is 0.650. (5) The reactants are [C:1]([C:5]1[CH:10]=[CH:9][CH:8]=[CH:7][C:6]=1[OH:11])(C)(C)[CH3:2].[NH2:12]C1C=CC=CC=1. The yield is 0.950. The product is [O:11]1[C:6]2[CH:7]=[CH:8][CH:9]=[CH:10][C:5]=2[CH:1]=[CH:2][NH:12]1. No catalyst specified. (6) The reactants are CO[C:3]1[CH:8]([N:9]2[C:17](=[O:18])[C:16]3[C:11](=[CH:12][CH:13]=[CH:14][CH:15]=3)[C:10]2=[O:19])[CH2:7][CH2:6][CH2:5][N:4]=1.[Cl-:20].[NH4+:21]. The catalyst is CO. The product is [ClH:20].[NH2:21][C:3]1[CH:8]([N:9]2[C:17](=[O:18])[C:16]3[C:11](=[CH:12][CH:13]=[CH:14][CH:15]=3)[C:10]2=[O:19])[CH2:7][CH2:6][CH2:5][N:4]=1. The yield is 0.950. (7) The reactants are [CH2:1]([O:3][C:4](=[O:31])[CH2:5][N:6]1[C:14]2[CH2:13][CH2:12][CH2:11][C@@H:10]([N:15]([S:17]([C:20]3[CH:25]=[C:24]([C:26]([F:29])([F:28])[F:27])[CH:23]=[C:22](F)[CH:21]=3)(=[O:19])=[O:18])[CH3:16])[C:9]=2[CH:8]=[N:7]1)[CH3:2].[CH:32]1([SH:37])[CH2:36][CH2:35][CH2:34][CH2:33]1. No catalyst specified. The product is [CH2:1]([O:3][C:4](=[O:31])[CH2:5][N:6]1[C:14]2[CH2:13][CH2:12][CH2:11][C@@H:10]([N:15]([S:17]([C:20]3[CH:25]=[C:24]([C:26]([F:29])([F:28])[F:27])[CH:23]=[C:22]([S:37][CH:32]4[CH2:36][CH2:35][CH2:34][CH2:33]4)[CH:21]=3)(=[O:19])=[O:18])[CH3:16])[C:9]=2[CH:8]=[N:7]1)[CH3:2]. The yield is 0.830. (8) The reactants are COC(=O)C(NC1C=C(Cl)C=C(Cl)C=1OCC1C=CC=CC=1)=CC([O-])=O.C([O:34][C:35]([C:37]1[CH:46]=[C:45]([O:47]CC2C=CC=CC=2)[C:44]2[C:39](=[C:40]([O:62]CC3C=CC=CC=3)[CH:41]=[C:42]([C:55]3[CH:60]=[CH:59][CH:58]=[CH:57][C:56]=3[Cl:61])[CH:43]=2)[N:38]=1)=[O:36])C1C=CC=CC=1. No catalyst specified. The product is [OH:47][C:45]1[C:44]2[C:39](=[C:40]([OH:62])[CH:41]=[C:42]([C:55]3[CH:60]=[CH:59][CH:58]=[CH:57][C:56]=3[Cl:61])[CH:43]=2)[N:38]=[C:37]([C:35]([OH:36])=[O:34])[CH:46]=1. The yield is 0.870. (9) The reactants are C([O:4][CH2:5][C@@H:6]1[CH2:11][C@@H:10]([O:12][Si:13]([C:16]([CH3:19])([CH3:18])[CH3:17])([CH3:15])[CH3:14])[CH2:9][C:8](=[O:20])[O:7]1)(=O)C. The catalyst is CO.C1COCC1. The product is [Si:13]([O:12][C@@H:10]1[CH2:11][C@@H:6]([CH2:5][OH:4])[O:7][C:8](=[O:20])[CH2:9]1)([C:16]([CH3:19])([CH3:18])[CH3:17])([CH3:15])[CH3:14]. The yield is 0.540.